The task is: Predict which catalyst facilitates the given reaction.. This data is from Catalyst prediction with 721,799 reactions and 888 catalyst types from USPTO. (1) The catalyst class is: 8. Product: [CH2:31]([NH:30][C:26]1[N:25]=[C:24]([C:21]2[N:17]3[CH:18]=[CH:19][N:20]=[C:15]([NH:14][CH:11]4[CH2:12][CH2:13][CH:8]([NH2:7])[CH2:9][CH2:10]4)[C:16]3=[N:23][CH:22]=2)[CH:29]=[CH:28][N:27]=1)[C:32]1[CH:37]=[CH:36][CH:35]=[CH:34][CH:33]=1. Reactant: C(OC(=O)[NH:7][CH:8]1[CH2:13][CH2:12][CH:11]([NH:14][C:15]2[C:16]3[N:17]([C:21]([C:24]4[CH:29]=[CH:28][N:27]=[C:26]([NH:30][CH2:31][C:32]5[CH:37]=[CH:36][CH:35]=[CH:34][CH:33]=5)[N:25]=4)=[CH:22][N:23]=3)[CH:18]=[CH:19][N:20]=2)[CH2:10][CH2:9]1)(C)(C)C.Cl. (2) Reactant: [CH2:1]([O:3][C:4]1[CH:5]=[C:6]([C:13]([O:21]C)(OC)[CH2:14][CH2:15][C:16]([O-:18])=O)[CH:7]=[CH:8][C:9]=1[O:10][CH2:11][CH3:12])[CH3:2].[K+].C(N(CC)CC)C.ClC1C=C(Cl)C=C(Cl)C=1C(Cl)=O.[CH2:43]([N:50]1[C:54]([C:55]2[CH:60]=[CH:59][CH:58]=[CH:57][CH:56]=2)=[C:53]([NH2:61])[CH:52]=[N:51]1)[C:44]1[CH:49]=[CH:48][CH:47]=[CH:46][CH:45]=1. Product: [CH2:43]([N:50]1[C:54]([C:55]2[CH:56]=[CH:57][CH:58]=[CH:59][CH:60]=2)=[C:53]([NH:61][C:16](=[O:18])[CH2:15][CH2:14][C:13]([C:6]2[CH:7]=[CH:8][C:9]([O:10][CH2:11][CH3:12])=[C:4]([O:3][CH2:1][CH3:2])[CH:5]=2)=[O:21])[CH:52]=[N:51]1)[C:44]1[CH:45]=[CH:46][CH:47]=[CH:48][CH:49]=1. The catalyst class is: 20. (3) Reactant: [I:1][C:2]1[CH:3]=[C:4]([NH2:9])[CH:5]=[CH:6][C:7]=1[I:8].N1C=CC=CC=1.[F:16][C:17]([F:28])([F:27])[C:18](O[C:18](=[O:19])[C:17]([F:28])([F:27])[F:16])=[O:19]. Product: [I:1][C:2]1[CH:3]=[C:4]([NH:9][C:18](=[O:19])[C:17]([F:28])([F:27])[F:16])[CH:5]=[CH:6][C:7]=1[I:8]. The catalyst class is: 23. (4) Reactant: [NH2:1][C:2]1[CH:6]=[CH:5][S:4][C:3]=1[C:7]([O:9][CH3:10])=[O:8].[Cl:11][C:12]1[CH:17]=[C:16]([F:18])[CH:15]=[CH:14][C:13]=1[S:19](Cl)(=[O:21])=[O:20].N1C=CC=CC=1. Product: [Cl:11][C:12]1[CH:17]=[C:16]([F:18])[CH:15]=[CH:14][C:13]=1[S:19]([NH:1][C:2]1[CH:6]=[CH:5][S:4][C:3]=1[C:7]([O:9][CH3:10])=[O:8])(=[O:21])=[O:20]. The catalyst class is: 4. (5) Reactant: [N+:1]([C:4]1[CH:5]=[C:6]([CH:10]=[C:11]([C:13]([F:16])([F:15])[F:14])[CH:12]=1)[C:7](Cl)=[O:8])([O-:3])=[O:2].[NH4+:17].[OH-]. Product: [N+:1]([C:4]1[CH:5]=[C:6]([CH:10]=[C:11]([C:13]([F:16])([F:15])[F:14])[CH:12]=1)[C:7]([NH2:17])=[O:8])([O-:3])=[O:2]. The catalyst class is: 1.